This data is from Full USPTO retrosynthesis dataset with 1.9M reactions from patents (1976-2016). The task is: Predict the reactants needed to synthesize the given product. The reactants are: [CH2:1]([O:3][SiH:4]([O:8][CH2:9][CH3:10])[O:5][CH2:6][CH3:7])[CH3:2].[CH2:11]([Cl:14])[CH:12]=[CH2:13]. Given the product [Cl:14][CH2:11][CH2:12][CH2:13][Si:4]([O:8][CH2:9][CH3:10])([O:5][CH2:6][CH3:7])[O:3][CH2:1][CH3:2], predict the reactants needed to synthesize it.